This data is from Forward reaction prediction with 1.9M reactions from USPTO patents (1976-2016). The task is: Predict the product of the given reaction. (1) Given the reactants [Cl:1][C:2]1[CH:3]=[CH:4][C:5]([C:10]2[C:11]3[N:12]([N:17]=[C:18]([NH:20][C:21]4[CH:26]=[CH:25][C:24]([N:27]5[CH:31]=[C:30]([CH3:32])[N:29]=[CH:28]5)=[C:23]([O:33][CH3:34])[CH:22]=4)[N:19]=3)[CH:13]=[C:14]([CH3:16])[CH:15]=2)=[C:6]([CH:9]=1)[CH:7]=[O:8].[BH4-].[Na+].O, predict the reaction product. The product is: [Cl:1][C:2]1[CH:3]=[CH:4][C:5]([C:10]2[C:11]3[N:12]([N:17]=[C:18]([NH:20][C:21]4[CH:26]=[CH:25][C:24]([N:27]5[CH:31]=[C:30]([CH3:32])[N:29]=[CH:28]5)=[C:23]([O:33][CH3:34])[CH:22]=4)[N:19]=3)[CH:13]=[C:14]([CH3:16])[CH:15]=2)=[C:6]([CH2:7][OH:8])[CH:9]=1. (2) Given the reactants O[C:2]1[CH:11]=[CH:10][C:9]2[C:4](=[CH:5][CH:6]=[CH:7][CH:8]=2)[C:3]=1[CH:12]=O.[NH2:14][C:15]1[CH:20]=[CH:19][CH:18]=[C:17]([CH3:21])[CH:16]=1.C([OH:24])C, predict the reaction product. The product is: [OH:24][C:16]1[C:17]([CH3:21])=[CH:18][CH:19]=[CH:20][C:15]=1[N:14]=[CH:12][C:3]1[C:4]2[C:9](=[CH:8][CH:7]=[CH:6][CH:5]=2)[CH:10]=[CH:11][CH:2]=1. (3) Given the reactants [CH2:1]([CH:4]([CH2:12][CH:13]=[CH2:14])[CH:5]([OH:11])[CH2:6][C:7]([O:9]C)=[O:8])[CH2:2][CH3:3], predict the reaction product. The product is: [CH2:12]([CH:4]([CH2:1][CH:2]=[CH2:3])[CH:5]([OH:11])[CH2:6][C:7]([OH:9])=[O:8])[CH2:13][CH3:14]. (4) Given the reactants [F:1][C:2]([F:9])([F:8])[CH:3]([C:5]([OH:7])=[O:6])[NH2:4].C(N(CC)CC)C.[C:17](O[C:17]([O:19][C:20]([CH3:23])([CH3:22])[CH3:21])=[O:18])([O:19][C:20]([CH3:23])([CH3:22])[CH3:21])=[O:18], predict the reaction product. The product is: [C:20]([O:19][C:17]([NH:4][CH:3]([C:2]([F:9])([F:8])[F:1])[C:5]([OH:7])=[O:6])=[O:18])([CH3:23])([CH3:22])[CH3:21]. (5) Given the reactants [Cl:1][C:2]1[CH:3]=[C:4]([O:11][CH2:12][O:13][CH2:14][CH2:15][Si:16]([CH3:19])([CH3:18])[CH3:17])[C:5]([C:8]#[C:9][CH3:10])=[N:6][CH:7]=1.[C:20]1([CH3:33])[CH:25]=[C:24]([CH3:26])[CH:23]=[C:22]([CH3:27])[C:21]=1[S:28]([O:31][NH2:32])(=[O:30])=[O:29], predict the reaction product. The product is: [CH3:27][C:22]1[CH:23]=[C:24]([CH3:26])[CH:25]=[C:20]([CH3:33])[C:21]=1[S:28]([O-:31])(=[O:30])=[O:29].[NH2:32][N+:6]1[CH:7]=[C:2]([Cl:1])[CH:3]=[C:4]([O:11][CH2:12][O:13][CH2:14][CH2:15][Si:16]([CH3:19])([CH3:17])[CH3:18])[C:5]=1[C:8]#[C:9][CH3:10]. (6) The product is: [C:1]([C:4]1[N:5]([CH2:22][C:23]2[CH:24]=[CH:25][C:26]([C:27]([OH:29])=[O:28])=[CH:31][CH:32]=2)[C:6](=[O:21])[C:7]2[C:12]([C:13]=1[C:14]1[CH:15]=[CH:16][CH:17]=[CH:18][CH:19]=1)=[CH:11][C:10]([Br:20])=[CH:9][CH:8]=2)(=[O:3])[CH3:2]. Given the reactants [C:1]([C:4]1[N:5]([CH2:22][C:23]2[CH:32]=[CH:31][C:26]([C:27]([O:29]C)=[O:28])=[CH:25][CH:24]=2)[C:6](=[O:21])[C:7]2[C:12]([C:13]=1[C:14]1[CH:19]=[CH:18][CH:17]=[CH:16][CH:15]=1)=[CH:11][C:10]([Br:20])=[CH:9][CH:8]=2)(=[O:3])[CH3:2].[OH-].[Na+], predict the reaction product.